Dataset: Catalyst prediction with 721,799 reactions and 888 catalyst types from USPTO. Task: Predict which catalyst facilitates the given reaction. (1) Reactant: C(N(C(C)C)C(C)C)C.I[C:11]1[CH:22]=[CH:21][C:14]([CH2:15][N:16]2[CH2:20][CH2:19][CH2:18][CH2:17]2)=[CH:13][CH:12]=1.[C:23]([C:26]1[CH:31]=[CH:30][C:29]([NH:32][C:33](=[O:36])[C:34]#[CH:35])=[CH:28][CH:27]=1)#[C:24][CH3:25]. Product: [C:23]([C:26]1[CH:31]=[CH:30][C:29]([NH:32][C:33](=[O:36])[C:34]#[C:35][C:11]2[CH:22]=[CH:21][C:14]([CH2:15][N:16]3[CH2:20][CH2:19][CH2:18][CH2:17]3)=[CH:13][CH:12]=2)=[CH:28][CH:27]=1)#[C:24][CH3:25]. The catalyst class is: 205. (2) Reactant: Br.[NH:2]1[CH2:8][CH2:7][CH2:6][CH2:5][C:4]2[CH:9]=[C:10]([OH:13])[CH:11]=[CH:12][C:3]1=2.CCN(CC)CC.[CH3:21][S:22](Cl)(=[O:24])=[O:23]. Product: [CH3:21][S:22]([O:13][C:10]1[CH:11]=[CH:12][C:3]2[N:2]([S:22]([CH3:21])(=[O:24])=[O:23])[CH2:8][CH2:7][CH2:6][CH2:5][C:4]=2[CH:9]=1)(=[O:24])=[O:23]. The catalyst class is: 2. (3) Reactant: [OH-].[K+].[OH:3][C:4]1[CH:19]=[CH:18][CH:17]=[CH:16][C:5]=1[C:6]([NH:8][C:9]1[CH:14]=[CH:13][C:12]([CH3:15])=[CH:11][CH:10]=1)=[O:7].C[CH2:21][O:22][C:23]([CH3:25])=O. Product: [O:22]1[CH2:21][CH:23]1[CH2:25][O:3][C:4]1[CH:19]=[CH:18][CH:17]=[CH:16][C:5]=1[C:6]([NH:8][C:9]1[CH:14]=[CH:13][C:12]([CH3:15])=[CH:11][CH:10]=1)=[O:7]. The catalyst class is: 5. (4) Reactant: [H-].[Na+].C(OP([CH2:11][C:12]([O:14][CH2:15][CH3:16])=[O:13])(OCC)=O)C.[Cl:17][C:18]1[CH:23]=[C:22]([Cl:24])[CH:21]=[CH:20][C:19]=1[N:25]1[C:30]2=[N:31][C:32]3[C:33](=[C:34]([CH:38]=O)[CH:35]=[CH:36][CH:37]=3)[N:29]2[CH2:28][CH2:27][CH2:26]1. Product: [Cl:17][C:18]1[CH:23]=[C:22]([Cl:24])[CH:21]=[CH:20][C:19]=1[N:25]1[C:30]2=[N:31][C:32]3[CH:37]=[CH:36][CH:35]=[C:34](/[CH:38]=[CH:11]/[C:12]([O:14][CH2:15][CH3:16])=[O:13])[C:33]=3[N:29]2[CH2:28][CH2:27][CH2:26]1. The catalyst class is: 30. (5) Reactant: Cl[C:2]1[C:11]2[C:6](=[CH:7][CH:8]=[C:9]([NH:12][S:13]([C:16]3([CH3:19])[CH2:18][CH2:17]3)(=[O:15])=[O:14])[CH:10]=2)[CH:5]=[N:4][CH:3]=1.[CH3:20][N:21]1[CH:25]=[C:24]([C:26]2[CH:31]=[CH:30][C:29](B3OC(C)(C)C(C)(C)O3)=[CH:28][CH:27]=2)[CH:23]=[N:22]1.C(=O)([O-])[O-].[Na+].[Na+].O1CCOCC1. Product: [CH3:20][N:21]1[CH:25]=[C:24]([C:26]2[CH:27]=[CH:28][C:29]([C:2]3[C:11]4[C:6](=[CH:7][CH:8]=[C:9]([NH:12][S:13]([C:16]5([CH3:19])[CH2:18][CH2:17]5)(=[O:15])=[O:14])[CH:10]=4)[CH:5]=[N:4][CH:3]=3)=[CH:30][CH:31]=2)[CH:23]=[N:22]1. The catalyst class is: 6. (6) Reactant: [Si:1]([O:8][CH2:9][C:10]1[CH:19]=[CH:18][C:13]([C:14]([NH:16][NH2:17])=[O:15])=[CH:12][CH:11]=1)([C:4]([CH3:7])([CH3:6])[CH3:5])([CH3:3])[CH3:2].Cl.[C:21](=N)(OCC)[CH2:22][CH3:23].CCN(CC)CC. Product: [Si:1]([O:8][CH2:9][C:10]1[CH:11]=[CH:12][C:13]([C:14]2[O:15][C:21]([CH2:22][CH3:23])=[N:17][N:16]=2)=[CH:18][CH:19]=1)([C:4]([CH3:7])([CH3:6])[CH3:5])([CH3:3])[CH3:2]. The catalyst class is: 14. (7) Reactant: [C:1]([C:3]1[CH:4]=[C:5]([CH2:9][C:10]([N:12]2[CH2:17][CH2:16][O:15][CH2:14][CH2:13]2)=[O:11])[CH:6]=[CH:7][CH:8]=1)#[CH:2].[CH3:18][C:19]1([CH3:26])[C:23]([CH3:25])([CH3:24])[O:22][BH:21][O:20]1. Product: [N:12]1([C:10](=[O:11])[CH2:9][C:5]2[CH:6]=[CH:7][CH:8]=[C:3](/[CH:1]=[CH:2]/[B:21]3[O:22][C:23]([CH3:25])([CH3:24])[C:19]([CH3:26])([CH3:18])[O:20]3)[CH:4]=2)[CH2:13][CH2:14][O:15][CH2:16][CH2:17]1. The catalyst class is: 2. (8) Reactant: Br[C:2]1[C:25](=[O:26])[N:24]([CH2:27][CH3:28])[C:5]2[N:6]=[C:7]([NH:10][C:11]3[CH:16]=[CH:15][C:14]([N:17]4[CH2:22][CH2:21][N:20]([CH3:23])[CH2:19][CH2:18]4)=[CH:13][CH:12]=3)[N:8]=[CH:9][C:4]=2[CH:3]=1.[CH3:29][S:30]([C:33]1[CH:38]=[CH:37][C:36](B(O)O)=[CH:35][CH:34]=1)(=[O:32])=[O:31].[O-]P([O-])([O-])=O.[K+].[K+].[K+].CN(C)C=O. Product: [CH2:27]([N:24]1[C:5]2[N:6]=[C:7]([NH:10][C:11]3[CH:16]=[CH:15][C:14]([N:17]4[CH2:22][CH2:21][N:20]([CH3:23])[CH2:19][CH2:18]4)=[CH:13][CH:12]=3)[N:8]=[CH:9][C:4]=2[CH:3]=[C:2]([C:36]2[CH:37]=[CH:38][C:33]([S:30]([CH3:29])(=[O:32])=[O:31])=[CH:34][CH:35]=2)[C:25]1=[O:26])[CH3:28]. The catalyst class is: 6. (9) Reactant: Cl[C:2](=[O:9])[CH2:3][C:4]([O:6][CH2:7][CH3:8])=[O:5].[CH3:10][O:11][CH2:12][CH2:13][NH2:14]. Product: [CH3:10][O:11][CH2:12][CH2:13][NH:14][C:2](=[O:9])[CH2:3][C:4]([O:6][CH2:7][CH3:8])=[O:5]. The catalyst class is: 7.